This data is from Forward reaction prediction with 1.9M reactions from USPTO patents (1976-2016). The task is: Predict the product of the given reaction. (1) Given the reactants C(NC(C)C)(C)C.C([Li])CCC.[Li+].CC([N-]C(C)C)C.[Si:21]([O:38][CH2:39][C:40]1[C:45]([N:46]2[CH2:51][C@H:50]([CH3:52])[O:49][C@H:48]([CH3:53])[CH2:47]2)=[C:44]([Cl:54])[C:43]([F:55])=[CH:42][N:41]=1)([C:34]([CH3:37])([CH3:36])[CH3:35])([C:28]1[CH:33]=[CH:32][CH:31]=[CH:30][CH:29]=1)[C:22]1[CH:27]=[CH:26][CH:25]=[CH:24][CH:23]=1.C[N:57]1[CH:61]=[CH:60][N:59]=[C:58]1[CH:62]=[O:63], predict the reaction product. The product is: [Si:21]([O:38][CH2:39][C:40]1[N:41]=[C:42]([CH:62]([C:58]2[NH:57][CH:61]=[CH:60][N:59]=2)[OH:63])[C:43]([F:55])=[C:44]([Cl:54])[C:45]=1[N:46]1[CH2:51][C@H:50]([CH3:52])[O:49][C@H:48]([CH3:53])[CH2:47]1)([C:34]([CH3:37])([CH3:35])[CH3:36])([C:28]1[CH:33]=[CH:32][CH:31]=[CH:30][CH:29]=1)[C:22]1[CH:23]=[CH:24][CH:25]=[CH:26][CH:27]=1. (2) Given the reactants [F:1][C:2]([F:13])([F:12])[C:3]1[CH:4]=[C:5]([CH:9]=[CH:10][N:11]=1)[C:6]([OH:8])=O.C(Cl)CCl.C1C=CC2N(O)N=NC=2C=1.[NH2:28][C:29]1[CH:30]=[CH:31][C:32]([CH3:50])=[C:33]([C:35]2[CH:40]=[C:39]([N:41]3[CH2:46][CH2:45][O:44][CH2:43][CH2:42]3)[N:38]=[C:37]([NH:47][CH2:48][CH3:49])[N:36]=2)[CH:34]=1, predict the reaction product. The product is: [CH2:48]([NH:47][C:37]1[N:36]=[C:35]([C:33]2[CH:34]=[C:29]([NH:28][C:6](=[O:8])[C:5]3[CH:9]=[CH:10][N:11]=[C:3]([C:2]([F:1])([F:13])[F:12])[CH:4]=3)[CH:30]=[CH:31][C:32]=2[CH3:50])[CH:40]=[C:39]([N:41]2[CH2:42][CH2:43][O:44][CH2:45][CH2:46]2)[N:38]=1)[CH3:49].